From a dataset of Full USPTO retrosynthesis dataset with 1.9M reactions from patents (1976-2016). Predict the reactants needed to synthesize the given product. (1) Given the product [NH:31]1[CH2:32][CH2:33][CH2:34][CH:29]([CH2:28][CH2:27][C:26]([NH:25][C:21]2[CH:20]=[C:19]([C:9]3[C:10]4[C:15](=[CH:14][CH:13]=[C:12]([C:16]([NH2:18])=[O:17])[CH:11]=4)[NH:7][N:8]=3)[CH:24]=[CH:23][CH:22]=2)=[O:35])[CH2:30]1, predict the reactants needed to synthesize it. The reactants are: O1CCCCC1[N:7]1[C:15]2[C:10](=[CH:11][C:12]([C:16]([NH2:18])=[O:17])=[CH:13][CH:14]=2)[C:9]([C:19]2[CH:24]=[CH:23][CH:22]=[C:21]([NH:25][C:26](=[O:35])[CH2:27][CH2:28][CH:29]3[CH2:34][CH2:33][CH2:32][NH:31][CH2:30]3)[CH:20]=2)=[N:8]1. (2) Given the product [F:1][C:2]1[CH:3]=[CH:4][C:5]([CH2:8][CH2:9][CH2:10][NH2:11])=[CH:6][CH:7]=1, predict the reactants needed to synthesize it. The reactants are: [F:1][C:2]1[CH:7]=[CH:6][C:5]([CH2:8][CH2:9][CH2:10][N:11]=[N+]=[N-])=[CH:4][CH:3]=1. (3) Given the product [CH3:14][O:15][C:2]1[C:10]2[C:6](=[N:7][O:8][N:9]=2)[C:5]([N+:11]([O-:13])=[O:12])=[CH:4][CH:3]=1, predict the reactants needed to synthesize it. The reactants are: Cl[C:2]1[C:10]2[C:6](=[N:7][O:8][N:9]=2)[C:5]([N+:11]([O-:13])=[O:12])=[CH:4][CH:3]=1.[CH3:14][O-:15].[Na+].[NH4+].[Cl-].